Dataset: Full USPTO retrosynthesis dataset with 1.9M reactions from patents (1976-2016). Task: Predict the reactants needed to synthesize the given product. Given the product [CH3:20][C:11]1[C:12]2[CH2:16][O:15][C:14](=[O:17])[C:13]=2[CH:18]=[CH:19][C:10]=1[CH:5]([CH3:2])[C:6]([OH:8])=[O:7], predict the reactants needed to synthesize it. The reactants are: C[C:2]([C:5]([C:10]1[CH:19]=[CH:18][C:13]2[C:14](=[O:17])[O:15][CH2:16][C:12]=2[C:11]=1[CH3:20])(C)[C:6]([O-:8])=[O:7])(C)C.C(O)(C(F)(F)F)=O.